From a dataset of Forward reaction prediction with 1.9M reactions from USPTO patents (1976-2016). Predict the product of the given reaction. Given the reactants Br[C:2]1[CH:14]=[N:13][C:12]2[C:11]3[CH:10]=[C:9]([F:15])[C:8]([Cl:16])=[C:7]([F:17])[C:6]=3[N:5]([C@H:18]([C:25]3[CH:30]=[CH:29][CH:28]=[CH:27][CH:26]=3)[CH:19]3[CH2:24][CH2:23][O:22][CH2:21][CH2:20]3)[C:4]=2[CH:3]=1.C(N(CC)CC)C.[CH3:38][N:39]1[C:43]([Sn](CCCC)(CCCC)CCCC)=[C:42]([CH3:57])[N:41]=[N:40]1, predict the reaction product. The product is: [Cl:16][C:8]1[C:9]([F:15])=[CH:10][C:11]2[C:12]3[N:13]=[CH:14][C:2]([C:43]4[N:39]([CH3:38])[N:40]=[N:41][C:42]=4[CH3:57])=[CH:3][C:4]=3[N:5]([C@H:18]([C:25]3[CH:26]=[CH:27][CH:28]=[CH:29][CH:30]=3)[CH:19]3[CH2:20][CH2:21][O:22][CH2:23][CH2:24]3)[C:6]=2[C:7]=1[F:17].